From a dataset of TCR-epitope binding with 47,182 pairs between 192 epitopes and 23,139 TCRs. Binary Classification. Given a T-cell receptor sequence (or CDR3 region) and an epitope sequence, predict whether binding occurs between them. (1) The epitope is LVLSVNPYV. The TCR CDR3 sequence is CAIRPGLAETANTDTQYF. Result: 1 (the TCR binds to the epitope). (2) The epitope is CTELKLSDY. The TCR CDR3 sequence is CASSPGGYNEQFF. Result: 0 (the TCR does not bind to the epitope). (3) The epitope is YLDAYNMMI. The TCR CDR3 sequence is CSVERGPTYNEQFF. Result: 0 (the TCR does not bind to the epitope). (4) The epitope is FPPTSFGPL. The TCR CDR3 sequence is CASSLSGGYSNQPQHF. Result: 1 (the TCR binds to the epitope).